This data is from Catalyst prediction with 721,799 reactions and 888 catalyst types from USPTO. The task is: Predict which catalyst facilitates the given reaction. (1) Reactant: [NH2:1][CH2:2][C:3]1[CH:4]=[C:5]([C:10]2[CH:15]=[CH:14][C:13]([C:16]([F:19])([F:18])[F:17])=[CH:12][CH:11]=2)[CH:6]=[CH:7][C:8]=1[NH2:9].[S:20](N)(N)(=[O:22])=[O:21]. Product: [F:19][C:16]([F:17])([F:18])[C:13]1[CH:14]=[CH:15][C:10]([C:5]2[CH:6]=[CH:7][C:8]3[NH:9][S:20](=[O:22])(=[O:21])[NH:1][CH2:2][C:3]=3[CH:4]=2)=[CH:11][CH:12]=1. The catalyst class is: 17. (2) Reactant: [H-].[Na+].[Br:3][C:4]1[CH:5]=[C:6]2[C:10](=[CH:11][CH:12]=1)[NH:9][C:8](=[O:13])[C:7]2=[O:14].[CH3:15][O:16][C:17](=[O:26])[CH:18](Br)[CH2:19][CH:20]1[CH2:24][CH2:23][CH2:22][CH2:21]1. Product: [CH3:15][O:16][C:17](=[O:26])[CH:18]([N:9]1[C:10]2[C:6](=[CH:5][C:4]([Br:3])=[CH:12][CH:11]=2)[C:7](=[O:14])[C:8]1=[O:13])[CH2:19][CH:20]1[CH2:21][CH2:22][CH2:23][CH2:24]1. The catalyst class is: 35. (3) Reactant: Br[C:2]1[CH:3]=[N:4][CH:5]=[C:6]([Br:8])[CH:7]=1.[NH2:9][C:10]1[CH:24]=[CH:23][C:13]([C:14]([C:16]2[CH:21]=[CH:20][CH:19]=[CH:18][C:17]=2[CH3:22])=[O:15])=[C:12]([Cl:25])[CH:11]=1.C(O[Na])(C)(C)C. Product: [Br:8][C:6]1[CH:7]=[C:2]([NH:9][C:10]2[CH:24]=[CH:23][C:13]([C:14]([C:16]3[CH:21]=[CH:20][CH:19]=[CH:18][C:17]=3[CH3:22])=[O:15])=[C:12]([Cl:25])[CH:11]=2)[CH:3]=[N:4][CH:5]=1. The catalyst class is: 12. (4) Reactant: [NH2:1][CH2:2][C:3]1[CH:4]=[C:5]([C:9]2[CH:10]=[C:11]3[C:16](=[CH:17][CH:18]=2)[N:15]([CH3:19])[C:14](=[O:20])[CH2:13][CH2:12]3)[CH:6]=[N:7][CH:8]=1.[CH3:21][C:22]1[C:26]([C:27](O)=[O:28])=[C:25]([CH3:30])[O:24][N:23]=1.CN(C(ON1N=NC2C=CC=CC1=2)=[N+](C)C)C.[B-](F)(F)(F)F.CCN(C(C)C)C(C)C. Product: [CH3:19][N:15]1[C:16]2[C:11](=[CH:10][C:9]([C:5]3[CH:4]=[C:3]([CH2:2][NH:1][C:27]([C:26]4[C:22]([CH3:21])=[N:23][O:24][C:25]=4[CH3:30])=[O:28])[CH:8]=[N:7][CH:6]=3)=[CH:18][CH:17]=2)[CH2:12][CH2:13][C:14]1=[O:20]. The catalyst class is: 3. (5) Reactant: [OH:1][C:2]1[C:3]([CH3:18])=[C:4]([CH3:17])[C:5]2[O:10][C@@:9]([CH3:14])([C:11]([OH:13])=[O:12])[CH2:8][CH2:7][C:6]=2[C:15]=1[CH3:16].O.[C:20]1(C)C=CC(S(O)(=O)=O)=CC=1. Product: [OH:1][C:2]1[C:3]([CH3:18])=[C:4]([CH3:17])[C:5]2[O:10][C@@:9]([CH3:14])([C:11]([O:13][CH3:20])=[O:12])[CH2:8][CH2:7][C:6]=2[C:15]=1[CH3:16]. The catalyst class is: 24. (6) Reactant: [CH:1]1([N:4]2[C:8]([C:9]3[CH:14]=[CH:13][C:12]([N+:15]([O-])=O)=[C:11]([CH3:18])[CH:10]=3)=[N:7][N:6]=[N:5]2)[CH2:3][CH2:2]1.[H][H]. Product: [CH:1]1([N:4]2[C:8]([C:9]3[CH:14]=[CH:13][C:12]([NH2:15])=[C:11]([CH3:18])[CH:10]=3)=[N:7][N:6]=[N:5]2)[CH2:3][CH2:2]1. The catalyst class is: 178.